This data is from Reaction yield outcomes from USPTO patents with 853,638 reactions. The task is: Predict the reaction yield, written as a fraction of the theoretical maximum amount of product (1.0 means a 100% yield; for example, 0.34 means a 34% yield). (1) The reactants are [H-].[Al+3].[Li+].[H-].[H-].[H-].[CH3:7][O:8][CH2:9][O:10][C:11]1[CH:12]=[C:13]([CH2:21][C:22](OC)=[O:23])[CH:14]=[C:15]([O:17][CH2:18][O:19][CH3:20])[CH:16]=1.O.O.O.O.O.O.O.O.O.O.S([O-])([O-])(=O)=O.[Na+].[Na+]. The catalyst is O1CCCC1. The product is [CH3:7][O:8][CH2:9][O:10][C:11]1[CH:12]=[C:13]([CH2:21][CH2:22][OH:23])[CH:14]=[C:15]([O:17][CH2:18][O:19][CH3:20])[CH:16]=1. The yield is 0.980. (2) The reactants are [Cl:1][C:2]1[C:7]([C:8]([NH:10][C:11]2[CH:34]=[CH:33][C:14]3[CH2:15][CH2:16][C:17]4[C:18]([C:30]([NH2:32])=[O:31])=[N:19][N:20]([C:22]5[CH:27]=[CH:26][C:25]([C:28]#[CH:29])=[CH:24][CH:23]=5)[C:21]=4[C:13]=3[CH:12]=2)=[O:9])=[CH:6][CH:5]=[CH:4][N:3]=1. The catalyst is CN(C=O)C.CS(C)=O. The product is [Cl:1][C:2]1[C:7]([C:8]([NH:10][C:11]2[CH:34]=[CH:33][C:14]3[CH2:15][CH2:16][C:17]4[C:18]([C:30]([NH2:32])=[O:31])=[N:19][N:20]([C:22]5[CH:27]=[CH:26][C:25]([CH:28]=[CH2:29])=[CH:24][CH:23]=5)[C:21]=4[C:13]=3[CH:12]=2)=[O:9])=[CH:6][CH:5]=[CH:4][N:3]=1. The yield is 0.470. (3) The yield is 0.290. The catalyst is CN(C=O)C. The reactants are Br[C:2]1[CH:7]=[CH:6][CH:5]=[CH:4][C:3]=1[C:8]1[N:12]([C:13]([CH3:16])([CH3:15])[CH3:14])[C:11]2[CH:17]=[CH:18][C:19]([C:21]3[CH:22]=[N:23][C:24]([NH2:27])=[N:25][CH:26]=3)=[CH:20][C:10]=2[N:9]=1.[NH:28]1[CH:32]=[CH:31][N:30]=[N:29]1.C([O-])([O-])=O.[Cs+].[Cs+]. The product is [C:13]([N:12]1[C:11]2[CH:17]=[CH:18][C:19]([C:21]3[CH:22]=[N:23][C:24]([NH2:27])=[N:25][CH:26]=3)=[CH:20][C:10]=2[N:9]=[C:8]1[C:3]1[CH:4]=[CH:5][CH:6]=[CH:7][C:2]=1[N:29]1[N:30]=[CH:31][CH:32]=[N:28]1)([CH3:16])([CH3:15])[CH3:14]. (4) The catalyst is C1COCC1. The product is [OH:17][C:7]1([C:2]2[N:1]=[CH:6][CH:5]=[CH:4][N:3]=2)[CH2:16][CH2:15][C:10](=[O:11])[CH2:9][CH2:8]1. The reactants are [N:1]1[CH:6]=[CH:5][CH:4]=[N:3][C:2]=1[C:7]1([OH:17])[CH2:16][CH2:15][C:10]2(OCC[O:11]2)[CH2:9][CH2:8]1.Cl. The yield is 0.490. (5) The product is [ClH:36].[CH2:22]([O:21][C:19]([CH2:18][N:16]1[CH2:17][C:11]2[CH:10]=[C:9](/[CH:8]=[CH:7]/[C:6]([OH:27])=[O:5])[CH:26]=[N:25][C:12]=2[NH:13][C:14](=[O:24])[CH2:15]1)=[O:20])[CH3:23]. The yield is 0.880. No catalyst specified. The reactants are C([O:5][C:6](=[O:27])/[CH:7]=[CH:8]/[C:9]1[CH:26]=[N:25][C:12]2[NH:13][C:14](=[O:24])[CH2:15][N:16]([CH2:18][C:19]([O:21][CH2:22][CH3:23])=[O:20])[CH2:17][C:11]=2[CH:10]=1)(C)(C)C.C(O)(C(F)(F)F)=O.C(Cl)[Cl:36]. (6) The reactants are [CH3:1][C:2]1[N:3]([S:9]([C:12]2[CH:13]=[N:14][CH:15]=[CH:16][CH:17]=2)(=[O:11])=[O:10])[CH:4]=[CH:5][C:6]=1[CH:7]=[O:8].[Br:18]N1C(=O)CCC1=O.O. The catalyst is CN(C)C=O. The product is [Br:18][C:4]1[N:3]([S:9]([C:12]2[CH:13]=[N:14][CH:15]=[CH:16][CH:17]=2)(=[O:10])=[O:11])[C:2]([CH3:1])=[C:6]([CH:7]=[O:8])[CH:5]=1. The yield is 0.530. (7) The reactants are [CH3:1][C:2]1([CH3:11])[CH2:7][CH2:6][CH2:5][CH:4]([CH:8]([OH:10])[CH3:9])[CH2:3]1.[C:12](O)(=[O:16])[CH:13]([CH3:15])[OH:14]. The catalyst is C1(C)C=CC=CC=1.C1(C)C=CC(S(O)(=O)=O)=CC=1. The product is [OH:14][CH:13]([CH3:15])[C:12]([O:10][CH:8]([CH:4]1[CH2:5][CH2:6][CH2:7][C:2]([CH3:1])([CH3:11])[CH2:3]1)[CH3:9])=[O:16]. The yield is 0.560. (8) The reactants are [Cl:1][C:2]1[CH:3]=[C:4]([CH:7]=[CH:8][C:9]=1[Cl:10])[CH2:5][NH2:6].F[C:12]1[CH:20]=[N:19][CH:18]=[CH:17][C:13]=1[C:14]([OH:16])=[O:15]. No catalyst specified. The product is [Cl:1][C:2]1[CH:3]=[C:4]([CH:7]=[CH:8][C:9]=1[Cl:10])[CH2:5][NH:6][C:17]1[CH:18]=[N:19][CH:20]=[CH:12][C:13]=1[C:14]([OH:16])=[O:15]. The yield is 0.370. (9) The reactants are [Mg].II.Br[C:5]1[CH:10]=[CH:9][C:8]([C:11]2[CH:16]=[CH:15][CH:14]=[CH:13][CH:12]=2)=[C:7]([F:17])[CH:6]=1.[C:18](=[O:20])=[O:19]. The catalyst is C1COCC1. The product is [F:17][C:7]1[CH:6]=[C:5]([CH:10]=[CH:9][C:8]=1[C:11]1[CH:16]=[CH:15][CH:14]=[CH:13][CH:12]=1)[C:18]([OH:20])=[O:19]. The yield is 0.740. (10) The reactants are [Cl:1][C:2]1[CH:3]=[CH:4][C:5]([O:15]C)=[C:6]([C:8]2[C:13](N)=[CH:12][CH:11]=[CH:10][N:9]=2)[CH:7]=1.F[B-](F)(F)F.[H+].N([O-])=O.[Na+].C(=O)(O)[O-].[Na+]. The catalyst is O.C1COCC1. The product is [Cl:1][C:2]1[CH:3]=[CH:4][C:5]2[O:15][C:13]3[C:8](=[N:9][CH:10]=[CH:11][CH:12]=3)[C:6]=2[CH:7]=1. The yield is 0.345.